From a dataset of Reaction yield outcomes from USPTO patents with 853,638 reactions. Predict the reaction yield, written as a fraction of the theoretical maximum amount of product (1.0 means a 100% yield; for example, 0.34 means a 34% yield). (1) The reactants are [CH2:1]([C:3](=[CH:15][CH3:16])[C@H:4]([NH:7][C:8](=[O:14])[O:9][C:10]([CH3:13])([CH3:12])[CH3:11])[CH2:5][OH:6])[CH3:2].N1C=CN=C1.[CH3:22][C:23]([Si:26](Cl)([CH3:28])[CH3:27])([CH3:25])[CH3:24]. The catalyst is C(Cl)Cl.CN(C1C=CN=CC=1)C.C(OCC)C. The product is [Si:26]([O:6][CH2:5][C@@H:4]([NH:7][C:8](=[O:14])[O:9][C:10]([CH3:11])([CH3:13])[CH3:12])/[C:3](/[CH2:1][CH3:2])=[CH:15]/[CH3:16])([C:23]([CH3:25])([CH3:24])[CH3:22])([CH3:28])[CH3:27]. The yield is 0.970. (2) The reactants are [NH2:1][C:2]1[C:11]2[C:6](=[C:7](I)[C:8]([Cl:12])=[CH:9][CH:10]=2)[N:5]=[N:4][C:3]=1[C:14]([NH:16][CH2:17][CH2:18][CH3:19])=[O:15].[C:20]1(B(O)O)[CH:25]=[CH:24][CH:23]=[CH:22][CH:21]=1. No catalyst specified. The product is [NH2:1][C:2]1[C:11]2[C:6](=[C:7]([C:20]3[CH:25]=[CH:24][CH:23]=[CH:22][CH:21]=3)[C:8]([Cl:12])=[CH:9][CH:10]=2)[N:5]=[N:4][C:3]=1[C:14]([NH:16][CH2:17][CH2:18][CH3:19])=[O:15]. The yield is 0.560. (3) The yield is 0.550. The reactants are [NH2:1][C:2]1[CH:7]=[CH:6][C:5]([Br:8])=[CH:4][C:3]=1[C:9]([C:11]1[CH:16]=[CH:15][CH:14]=[CH:13][CH:12]=1)=O.[CH3:17][CH:18]([CH3:26])[CH2:19][C:20](=[O:25])[CH2:21][C:22](=O)[CH3:23]. The product is [Br:8][C:5]1[CH:4]=[C:3]2[C:2](=[CH:7][CH:6]=1)[N:1]=[C:22]([CH3:23])[C:21]([C:20](=[O:25])[CH2:19][CH:18]([CH3:26])[CH3:17])=[C:9]2[C:11]1[CH:16]=[CH:15][CH:14]=[CH:13][CH:12]=1. No catalyst specified. (4) The reactants are [Cl:1][C:2]1[CH:3]=[C:4]([NH:12][C:13]2[N:18]=[CH:17][C:16]([CH:19]=[CH:20][C:21]3[CH:22]=[C:23]4[C:27](=[CH:28][CH:29]=3)[N:26]([CH:30]3[CH2:35][CH2:34][CH2:33][CH2:32][O:31]3)[N:25]=[CH:24]4)=[CH:15][N:14]=2)[CH:5]=[CH:6][C:7]=1[O:8][CH:9]([F:11])[F:10]. The catalyst is C(OCC)(=O)C.[Pd]. The product is [Cl:1][C:2]1[CH:3]=[C:4]([NH:12][C:13]2[N:18]=[CH:17][C:16]([CH2:19][CH2:20][C:21]3[CH:22]=[C:23]4[C:27](=[CH:28][CH:29]=3)[N:26]([CH:30]3[CH2:35][CH2:34][CH2:33][CH2:32][O:31]3)[N:25]=[CH:24]4)=[CH:15][N:14]=2)[CH:5]=[CH:6][C:7]=1[O:8][CH:9]([F:10])[F:11]. The yield is 0.800. (5) The yield is 0.600. The catalyst is CN(C)C=O. The reactants are Cl[CH2:2][CH2:3][O:4][C:5]1[CH:14]=[C:13]2[C:8]([C:9]([O:15][C:16]3[C:17]([CH3:26])=[N:18][C:19]4[C:24]([CH:25]=3)=[CH:23][CH:22]=[CH:21][N:20]=4)=[CH:10][CH:11]=[N:12]2)=[CH:7][C:6]=1[O:27][CH3:28].C(=O)([O-])[O-].[K+].[K+].[OH:35][CH:36]1[CH2:41][CH2:40][NH:39][CH2:38][CH2:37]1. The product is [CH3:28][O:27][C:6]1[CH:7]=[C:8]2[C:13](=[CH:14][C:5]=1[O:4][CH2:3][CH2:2][N:39]1[CH2:40][CH2:41][CH:36]([OH:35])[CH2:37][CH2:38]1)[N:12]=[CH:11][CH:10]=[C:9]2[O:15][C:16]1[C:17]([CH3:26])=[N:18][C:19]2[C:24]([CH:25]=1)=[CH:23][CH:22]=[CH:21][N:20]=2. (6) The reactants are [C:1]1([C:7]2[O:8][C:9]3[CH:15]=[CH:14][C:13]([NH2:16])=[CH:12][C:10]=3[N:11]=2)[CH:6]=[CH:5][CH:4]=[CH:3][CH:2]=1.[C:17]1([CH2:23][CH2:24][C:25](Cl)=[O:26])[CH:22]=[CH:21][CH:20]=[CH:19][CH:18]=1.C(N(C(C)C)CC)(C)C. The catalyst is ClCCl. The product is [C:17]1([CH2:23][CH2:24][C:25]([NH:16][C:13]2[CH:14]=[CH:15][C:9]3[O:8][C:7]([C:1]4[CH:2]=[CH:3][CH:4]=[CH:5][CH:6]=4)=[N:11][C:10]=3[CH:12]=2)=[O:26])[CH:22]=[CH:21][CH:20]=[CH:19][CH:18]=1. The yield is 0.750.